Regression. Given two drug SMILES strings and cell line genomic features, predict the synergy score measuring deviation from expected non-interaction effect. From a dataset of NCI-60 drug combinations with 297,098 pairs across 59 cell lines. (1) Drug 1: CC1=C2C(C(=O)C3(C(CC4C(C3C(C(C2(C)C)(CC1OC(=O)C(C(C5=CC=CC=C5)NC(=O)OC(C)(C)C)O)O)OC(=O)C6=CC=CC=C6)(CO4)OC(=O)C)OC)C)OC. Drug 2: C#CCC(CC1=CN=C2C(=N1)C(=NC(=N2)N)N)C3=CC=C(C=C3)C(=O)NC(CCC(=O)O)C(=O)O. Cell line: CAKI-1. Synergy scores: CSS=32.6, Synergy_ZIP=0.273, Synergy_Bliss=-1.74, Synergy_Loewe=-2.69, Synergy_HSA=-1.15. (2) Drug 2: COC1=NC(=NC2=C1N=CN2C3C(C(C(O3)CO)O)O)N. Synergy scores: CSS=-1.05, Synergy_ZIP=0.324, Synergy_Bliss=1.72, Synergy_Loewe=-3.83, Synergy_HSA=-3.66. Drug 1: CC1=C(C=C(C=C1)C(=O)NC2=CC(=CC(=C2)C(F)(F)F)N3C=C(N=C3)C)NC4=NC=CC(=N4)C5=CN=CC=C5. Cell line: NCI-H226. (3) Drug 1: CC1CCC2CC(C(=CC=CC=CC(CC(C(=O)C(C(C(=CC(C(=O)CC(OC(=O)C3CCCCN3C(=O)C(=O)C1(O2)O)C(C)CC4CCC(C(C4)OC)OCCO)C)C)O)OC)C)C)C)OC. Drug 2: CNC(=O)C1=NC=CC(=C1)OC2=CC=C(C=C2)NC(=O)NC3=CC(=C(C=C3)Cl)C(F)(F)F. Cell line: 786-0. Synergy scores: CSS=8.04, Synergy_ZIP=-2.84, Synergy_Bliss=-4.17, Synergy_Loewe=-29.8, Synergy_HSA=-5.95. (4) Drug 1: CC(C1=C(C=CC(=C1Cl)F)Cl)OC2=C(N=CC(=C2)C3=CN(N=C3)C4CCNCC4)N. Drug 2: COC1=NC(=NC2=C1N=CN2C3C(C(C(O3)CO)O)O)N. Cell line: MCF7. Synergy scores: CSS=0.965, Synergy_ZIP=-0.401, Synergy_Bliss=0.239, Synergy_Loewe=-14.5, Synergy_HSA=-2.95.